This data is from Full USPTO retrosynthesis dataset with 1.9M reactions from patents (1976-2016). The task is: Predict the reactants needed to synthesize the given product. (1) Given the product [Br:11][C:6]1[CH:5]=[C:4]([C:3]([O:2][CH3:1])=[O:12])[CH:9]=[CH:8][C:7]=1[CH2:10][Br:20], predict the reactants needed to synthesize it. The reactants are: [CH3:1][O:2][C:3](=[O:12])[C:4]1[CH:9]=[CH:8][C:7]([CH3:10])=[C:6]([Br:11])[CH:5]=1.C1C(=O)N([Br:20])C(=O)C1.C(OOC(=O)C1C=CC=CC=1)(=O)C1C=CC=CC=1. (2) Given the product [NH2:27][C:26]1[C:25]2[CH:28]=[CH:29][CH:30]=[C:31]([O:11][C:5]3[CH:6]=[CH:7][C:8]([O:9][CH3:10])=[C:3]([O:2][CH3:1])[CH:4]=3)[C:24]=2[N:23]=[C:19]2[CH2:18][N:17]([CH2:14][CH3:16])[C:21](=[O:22])[C:20]=12, predict the reactants needed to synthesize it. The reactants are: [CH3:1][O:2][C:3]1[CH:4]=[C:5]([OH:11])[CH:6]=[CH:7][C:8]=1[O:9][CH3:10].[H-].[Na+].[CH:14]1([N:17]2[C:21](=[O:22])[CH:20]=[C:19]([NH:23][C:24]3[C:31](F)=[CH:30][CH:29]=[CH:28][C:25]=3[C:26]#[N:27])[CH2:18]2)[CH2:16]C1. (3) Given the product [CH3:15][O:16][C:17]1[CH:22]=[CH:21][CH:20]=[CH:19][C:18]=1[N:23]1[CH2:28][CH2:27][N:26]([CH2:13][CH2:12][CH2:11][C:9]2[O:8][N:7]=[C:6]([C:2]3[S:1][CH:5]=[CH:4][CH:3]=3)[CH:10]=2)[CH2:25][CH2:24]1, predict the reactants needed to synthesize it. The reactants are: [S:1]1[CH:5]=[CH:4][CH:3]=[C:2]1[C:6]1[CH:10]=[C:9]([CH2:11][CH2:12][CH:13]=O)[O:8][N:7]=1.[CH3:15][O:16][C:17]1[CH:22]=[CH:21][CH:20]=[CH:19][C:18]=1[N:23]1[CH2:28][CH2:27][NH:26][CH2:25][CH2:24]1.[BH-](OC(C)=O)(OC(C)=O)OC(C)=O.[Na+].